From a dataset of Peptide-MHC class II binding affinity with 134,281 pairs from IEDB. Regression. Given a peptide amino acid sequence and an MHC pseudo amino acid sequence, predict their binding affinity value. This is MHC class II binding data. (1) The peptide sequence is EKKYFAATQFDPLAA. The MHC is HLA-DQA10501-DQB10201 with pseudo-sequence HLA-DQA10501-DQB10201. The binding affinity (normalized) is 0.524. (2) The peptide sequence is SCRDQSEAQLALTII. The MHC is DRB1_0801 with pseudo-sequence DRB1_0801. The binding affinity (normalized) is 0.234. (3) The MHC is DRB1_0701 with pseudo-sequence DRB1_0701. The binding affinity (normalized) is 0.409. The peptide sequence is ADLVPTATLLDTY. (4) The peptide sequence is KMPMYIAGYKTFDGR. The MHC is DRB3_0101 with pseudo-sequence DRB3_0101. The binding affinity (normalized) is 0.325. (5) The peptide sequence is AAGAATTAAGAASGA. The MHC is HLA-DPA10201-DPB10501 with pseudo-sequence HLA-DPA10201-DPB10501. The binding affinity (normalized) is 0.0318.